This data is from Reaction yield outcomes from USPTO patents with 853,638 reactions. The task is: Predict the reaction yield, written as a fraction of the theoretical maximum amount of product (1.0 means a 100% yield; for example, 0.34 means a 34% yield). (1) The reactants are Cl[C:2]1[CH:7]=[CH:6][N:5]2[N:8]=[C:9]([C:23]3[CH:28]=[CH:27][C:26]([O:29][CH3:30])=[CH:25][CH:24]=3)[C:10]([C:11]3[CH:16]=[CH:15][N:14]=[C:13]([NH:17][CH:18]4[CH2:22][CH2:21][CH2:20][CH2:19]4)[N:12]=3)=[C:4]2[CH:3]=1.C1(P(C2C=CC=CC=2)C2C=CC3C(=CC=CC=3)C=2C2C3C(=CC=CC=3)C=CC=2P(C2C=CC=CC=2)C2C=CC=CC=2)C=CC=CC=1.C(=O)([O-])[O-].[Cs+].[Cs+].C(OCC)(=O)C.[CH:89]1([NH2:94])[CH2:93]CC[CH2:90]1. The catalyst is C([O-])(=O)C.[Pd+2].C([O-])(=O)C. The product is [CH:18]1([NH:17][C:13]2[N:12]=[C:11]([C:10]3[C:9]([C:23]4[CH:28]=[CH:27][C:26]([O:29][CH3:30])=[CH:25][CH:24]=4)=[N:8][N:5]4[CH:6]=[CH:7][C:2]([NH:94][CH:89]([CH3:93])[CH3:90])=[CH:3][C:4]=34)[CH:16]=[CH:15][N:14]=2)[CH2:22][CH2:21][CH2:20][CH2:19]1. The yield is 0.580. (2) The reactants are F[C:2]1[CH:7]=[CH:6][C:5]([N+:8]([O-:10])=[O:9])=[C:4]([O:11][C:12]2[C:17]([O:18][CH3:19])=[CH:16][CH:15]=[CH:14][C:13]=2[F:20])[CH:3]=1.[CH3:21][O-:22].[Na+].O. The catalyst is CN(C=O)C. The product is [F:20][C:13]1[CH:14]=[CH:15][CH:16]=[C:17]([O:18][CH3:19])[C:12]=1[O:11][C:4]1[CH:3]=[C:2]([O:22][CH3:21])[CH:7]=[CH:6][C:5]=1[N+:8]([O-:10])=[O:9]. The yield is 0.700.